From a dataset of Full USPTO retrosynthesis dataset with 1.9M reactions from patents (1976-2016). Predict the reactants needed to synthesize the given product. (1) Given the product [NH2:8][C:7]1[CH:6]=[CH:5][C:4]([N:11]2[CH2:16][CH2:15][N:14]([CH2:17][CH2:18][OH:35])[CH2:13][CH2:12]2)=[CH:3][C:2]=1[F:1], predict the reactants needed to synthesize it. The reactants are: [F:1][C:2]1[CH:3]=[C:4]([N:11]2[CH2:16][CH2:15][N:14]([CH:17](O)[CH3:18])[CH2:13][CH2:12]2)[CH:5]=[CH:6][C:7]=1[N+:8]([O-])=O.FC1C=CC([N+]([O-])=O)=C(N2CCN(CC[OH:35])CC2)C=1. (2) Given the product [CH2:7]([O:6][C:4](=[O:5])[NH:1][C:2]([N:9]1[CH2:14][CH2:13][O:12][CH2:11][CH2:10]1)=[S:3])[CH3:8], predict the reactants needed to synthesize it. The reactants are: [N:1]([C:4]([O:6][CH2:7][CH3:8])=[O:5])=[C:2]=[S:3].[NH:9]1[CH2:14][CH2:13][O:12][CH2:11][CH2:10]1. (3) Given the product [NH2:1][C@@H:2]([C:10]([NH:12][C@H:13]([C:21]([NH:23][C@H:24]([C:32]([NH:34][C@@H:35]([C:46]([NH:48][C@H:49]([C:62]([NH:64][C@H:65]([C:69]([NH:71][C@H:72]([C:80]([NH:82][C@H:83]([C:87]([OH:89])=[O:88])[C@@H:84]([CH3:86])[OH:85])=[O:81])[CH2:73][S:74][CH2:75][NH:76][C:77]([CH3:79])=[O:78])=[O:70])[C@@H:66]([CH3:68])[OH:67])=[O:63])[CH2:50][CH2:51][CH2:52][CH2:53][NH2:54])=[O:47])[CH2:36][C:37]1[C:45]2[C:40](=[CH:41][CH:42]=[CH:43][CH:44]=2)[NH:39][CH:38]=1)=[O:33])[CH2:25][C:26]1[CH:31]=[CH:30][CH:29]=[CH:28][CH:27]=1)=[O:22])[CH2:14][S:15][CH2:16][NH:17][C:18]([CH3:20])=[O:19])=[O:11])[CH2:3][C:4]1[CH:9]=[CH:8][CH:7]=[CH:6][CH:5]=1, predict the reactants needed to synthesize it. The reactants are: [NH:1](C(OC(C)(C)C)=O)[C@@H:2]([C:10]([NH:12][C@H:13]([C:21]([NH:23][C@H:24]([C:32]([NH:34][C@@H:35]([C:46]([NH:48][C@H:49]([C:62]([NH:64][C@H:65]([C:69]([NH:71][C@H:72]([C:80]([NH:82][C@H:83]([C:87]([OH:89])=[O:88])[C@@H:84]([CH3:86])[OH:85])=[O:81])[CH2:73][S:74][CH2:75][NH:76][C:77]([CH3:79])=[O:78])=[O:70])[C@@H:66]([CH3:68])[OH:67])=[O:63])[CH2:50][CH2:51][CH2:52][CH2:53][NH:54]C(OC(C)(C)C)=O)=[O:47])[CH2:36][C:37]1[C:45]2[C:40](=[CH:41][CH:42]=[CH:43][CH:44]=2)[NH:39][CH:38]=1)=[O:33])[CH2:25][C:26]1[CH:31]=[CH:30][CH:29]=[CH:28][CH:27]=1)=[O:22])[CH2:14][S:15][CH2:16][NH:17][C:18]([CH3:20])=[O:19])=[O:11])[CH2:3][C:4]1[CH:9]=[CH:8][CH:7]=[CH:6][CH:5]=1.C1(OC)C=CC=CC=1.SC(O)C.C(O)(C(F)(F)F)=O. (4) Given the product [F:17][C:16]([F:19])([F:18])[C:13]1[CH:14]=[CH:15][C:10]([O:6][CH2:5][C:1]2([CH2:7][O:8][C:21]3[CH:26]=[CH:25][C:24]([CH:27]([C:33]#[C:34][CH3:35])[CH2:28][C:29]([OH:31])=[O:30])=[CH:23][CH:22]=3)[CH2:4][CH2:3][CH2:2]2)=[CH:11][CH:12]=1, predict the reactants needed to synthesize it. The reactants are: [C:1]1([CH2:7][OH:8])([CH2:5][OH:6])[CH2:4][CH2:3][CH2:2]1.O[C:10]1[CH:15]=[CH:14][C:13]([C:16]([F:19])([F:18])[F:17])=[CH:12][CH:11]=1.O[C:21]1[CH:26]=[CH:25][C:24]([CH:27]([C:33]#[C:34][CH3:35])[CH2:28][C:29]([O:31]C)=[O:30])=[CH:23][CH:22]=1.